From a dataset of Full USPTO retrosynthesis dataset with 1.9M reactions from patents (1976-2016). Predict the reactants needed to synthesize the given product. (1) Given the product [N:1]1[CH:6]=[CH:5][CH:4]=[CH:3][C:2]=1[C:7]#[C:8][C:9]1[CH:18]=[CH:17][C:12]([C:13]([OH:15])=[O:14])=[CH:11][CH:10]=1, predict the reactants needed to synthesize it. The reactants are: [N:1]1[CH:6]=[CH:5][CH:4]=[CH:3][C:2]=1[C:7]#[C:8][C:9]1[CH:18]=[CH:17][C:12]([C:13]([O:15]C)=[O:14])=[CH:11][CH:10]=1.[Li+].[OH-].O. (2) Given the product [Cl:1][C:2]1[CH:8]=[C:7]([O:9][C:10]2[C:19]3[C:14](=[CH:15][C:16]([O:22][CH3:23])=[C:17]([O:20][CH3:21])[CH:18]=3)[N:13]=[CH:12][N:11]=2)[CH:6]=[CH:5][C:3]=1[NH:4][C:28](=[O:34])[O:29][CH2:30][C:38]1[CH:39]=[CH:40][CH:41]=[CH:42][C:37]=1[Cl:36], predict the reactants needed to synthesize it. The reactants are: [Cl:1][C:2]1[CH:8]=[C:7]([O:9][C:10]2[C:19]3[C:14](=[CH:15][C:16]([O:22][CH3:23])=[C:17]([O:20][CH3:21])[CH:18]=3)[N:13]=[CH:12][N:11]=2)[CH:6]=[CH:5][C:3]=1[NH2:4].ClC(Cl)(O[C:28](=[O:34])[O:29][C:30](Cl)(Cl)Cl)Cl.[Cl:36][C:37]1[CH:42]=[CH:41][CH:40]=[CH:39][C:38]=1CO.C(=O)(O)[O-].[Na+]. (3) Given the product [CH:37]1([CH2:36][N:11]([C:8]2[CH:9]=[CH:10][C:5]([O:4][C:3]3[CH:28]=[CH:29][C:30]([F:32])=[CH:31][C:2]=3[F:1])=[C:6]([C:17]3[C:22]([O:23][CH2:24][CH3:25])=[CH:21][C:20](=[O:26])[N:19]([CH3:27])[CH:18]=3)[CH:7]=2)[S:12]([CH2:15][CH3:16])(=[O:13])=[O:14])[CH2:39][CH2:38]1, predict the reactants needed to synthesize it. The reactants are: [F:1][C:2]1[CH:31]=[C:30]([F:32])[CH:29]=[CH:28][C:3]=1[O:4][C:5]1[CH:10]=[CH:9][C:8]([NH:11][S:12]([CH2:15][CH3:16])(=[O:14])=[O:13])=[CH:7][C:6]=1[C:17]1[C:22]([O:23][CH2:24][CH3:25])=[CH:21][C:20](=[O:26])[N:19]([CH3:27])[CH:18]=1.[H-].[Na+].Br[CH2:36][CH:37]1[CH2:39][CH2:38]1.O. (4) Given the product [Br:1][C:2]1[C:10]2[C:5](=[CH:6][CH:7]=[C:8]([F:11])[CH:9]=2)[N:4]([CH2:18][CH2:19][CH2:20][O:21][C:22]2[C:31]3[C:26](=[CH:27][CH:28]=[CH:29][CH:30]=3)[CH:25]=[CH:24][CH:23]=2)[C:3]=1[C:12]([O:14][CH2:15][CH3:16])=[O:13], predict the reactants needed to synthesize it. The reactants are: [Br:1][C:2]1[C:10]2[C:5](=[CH:6][CH:7]=[C:8]([F:11])[CH:9]=2)[NH:4][C:3]=1[C:12]([O:14][CH2:15][CH3:16])=[O:13].Br[CH2:18][CH2:19][CH2:20][O:21][C:22]1[C:31]2[C:26](=[CH:27][CH:28]=[CH:29][CH:30]=2)[CH:25]=[CH:24][CH:23]=1.C(=O)([O-])[O-].[Cs+].[Cs+]. (5) Given the product [CH3:1][N:2]1[C@@H:19]2[CH2:20][C:7]3=[CH:8][CH:9]=[C:10]([OH:22])[C:11]4[O:12][C@H:13]5[C:14]([CH2:16][CH2:17][C@:18]2([OH:21])[C@:5]5([C:6]=43)[CH2:4][CH2:3]1)=[O:15].[ClH:45], predict the reactants needed to synthesize it. The reactants are: [CH3:1][N:2]1[C@@H:19]2[CH2:20][C:7]3=[CH:8][CH:9]=[C:10]([OH:22])[C:11]4[O:12][C@H:13]5[C:14]([CH2:16][CH2:17][C@:18]2([OH:21])[C@:5]5([C:6]=43)[CH2:4][CH2:3]1)=[O:15].CN1[C@H]2CC3C=CC(O)=C4O[C@H]5C(C=C[C@]2(O)[C@]5(C=34)CC1)=O.[ClH:45]. (6) Given the product [C:24]([O:23][C:21]([NH:20][C@@H:12]([CH2:13][CH2:14][CH2:15][CH2:16][CH2:17][CH:18]=[CH2:19])[C:11]([N:6]1[CH2:7][C@H:8]([OH:10])[CH2:9][C@H:5]1[C:3]([OH:4])=[O:2])=[O:28])=[O:22])([CH3:27])([CH3:26])[CH3:25], predict the reactants needed to synthesize it. The reactants are: C[O:2][C:3]([C@@H:5]1[CH2:9][C@@H:8]([OH:10])[CH2:7][N:6]1[C:11](=[O:28])[C@@H:12]([NH:20][C:21]([O:23][C:24]([CH3:27])([CH3:26])[CH3:25])=[O:22])[CH2:13][CH2:14][CH2:15][CH2:16][CH2:17][CH:18]=[CH2:19])=[O:4].CO.O.[OH-].[Li+]. (7) Given the product [CH2:25]([N:24]([CH2:17][C:18]1[CH:23]=[CH:22][CH:21]=[CH:20][CH:19]=1)[CH2:1]/[CH:2]=[CH:3]/[C:4]1[CH:5]=[CH:6][CH:7]=[CH:8][CH:9]=1)[C:26]1[CH:31]=[CH:30][CH:29]=[CH:28][CH:27]=1, predict the reactants needed to synthesize it. The reactants are: [CH2:1](OC1C=CC=CC=1)[CH:2]=[CH:3][C:4]1[CH:9]=[CH:8][CH:7]=[CH:6][CH:5]=1.[CH2:17]([NH:24][CH2:25][C:26]1[CH:31]=[CH:30][CH:29]=[CH:28][CH:27]=1)[C:18]1[CH:23]=[CH:22][CH:21]=[CH:20][CH:19]=1.